This data is from Catalyst prediction with 721,799 reactions and 888 catalyst types from USPTO. The task is: Predict which catalyst facilitates the given reaction. (1) Reactant: B(Br)(Br)Br.[NH2:5][C:6]1[C:15]2=[N:16][N:17]([CH2:28][CH2:29][O:30]C)[C:18]([CH2:19][C:20]([NH:23][S:24]([CH3:27])(=[O:26])=[O:25])([CH3:22])[CH3:21])=[C:14]2[C:13]2[CH:12]=[CH:11][CH:10]=[CH:9][C:8]=2[N:7]=1. Product: [NH2:5][C:6]1[C:15]2=[N:16][N:17]([CH2:28][CH2:29][OH:30])[C:18]([CH2:19][C:20]([NH:23][S:24]([CH3:27])(=[O:26])=[O:25])([CH3:21])[CH3:22])=[C:14]2[C:13]2[CH:12]=[CH:11][CH:10]=[CH:9][C:8]=2[N:7]=1. The catalyst class is: 4. (2) Reactant: [Cl:1][C:2]1[CH:3]=[C:4]([C:8]#[C:9][C:10]2[NH:11][O:12][CH:13]3[NH:17][CH2:16][CH2:15][C:14]=23)[CH:5]=[CH:6][CH:7]=1.[CH3:18][N:19]1[C:23]([CH3:24])=[CH:22][C:21]([C:25](Cl)=[O:26])=[N:20]1. Product: [Cl:1][C:2]1[CH:3]=[C:4]([C:8]#[C:9][C:10]2[CH:14]3[CH2:15][CH2:16][N:17]([C:25]([C:21]4[CH:22]=[C:23]([CH3:24])[N:19]([CH3:18])[N:20]=4)=[O:26])[CH:13]3[O:12][N:11]=2)[CH:5]=[CH:6][CH:7]=1. The catalyst class is: 2. (3) Reactant: [N:1]1([C:7]2[CH:12]=[CH:11][C:10]([NH:13][C:14]3[N:19]=[C:18]([C:20]4[CH:25]=[CH:24][C:23]([NH:26][C:27](=[O:29])[CH3:28])=[CH:22][CH:21]=4)[CH:17]=[CH:16][N:15]=3)=[CH:9][CH:8]=2)[CH2:6][CH2:5][NH:4][CH2:3][CH2:2]1.[Cl:30][C:31]1[CH:38]=[C:37]([Cl:39])[CH:36]=[CH:35][C:32]=1[CH:33]=O.C(O[BH-](OC(=O)C)OC(=O)C)(=O)C.[Na+].Cl. Product: [Cl:30][C:31]1[CH:38]=[C:37]([Cl:39])[CH:36]=[CH:35][C:32]=1[CH2:33][N:4]1[CH2:3][CH2:2][N:1]([C:7]2[CH:12]=[CH:11][C:10]([NH:13][C:14]3[N:19]=[C:18]([C:20]4[CH:25]=[CH:24][C:23]([NH:26][C:27](=[O:29])[CH3:28])=[CH:22][CH:21]=4)[CH:17]=[CH:16][N:15]=3)=[CH:9][CH:8]=2)[CH2:6][CH2:5]1. The catalyst class is: 3. (4) Reactant: C([O:8][C:9]1[CH:10]=[C:11]2[C:15](=[CH:16][CH:17]=1)[N:14]([C:18](=[O:20])[CH3:19])[N:13]=[CH:12]2)C1C=CC=CC=1.C([O-])=O.[NH4+]. Product: [OH:8][C:9]1[CH:10]=[C:11]2[C:15](=[CH:16][CH:17]=1)[N:14]([C:18](=[O:20])[CH3:19])[N:13]=[CH:12]2. The catalyst class is: 29.